This data is from Forward reaction prediction with 1.9M reactions from USPTO patents (1976-2016). The task is: Predict the product of the given reaction. The product is: [Cl:8][C:6]1[CH:5]=[C:4]([NH:9][CH2:10][C:11]([N:13]2[CH2:19][CH2:18][CH2:17][CH2:16][CH:15]([NH:20][C:21]3[C:22]4[CH:29]=[CH:28][NH:27][C:23]=4[N:24]=[CH:25][N:26]=3)[CH2:14]2)=[O:12])[CH:3]=[C:2]([Cl:1])[CH:7]=1. Given the reactants [Cl:1][C:2]1[CH:3]=[C:4]([NH:9][CH2:10][C:11]([N:13]2[CH2:19][CH2:18][CH2:17][CH2:16][CH:15]([NH:20][C:21]3[C:22]4[CH:29]=[CH:28][N:27](S(C5C=CC(C)=CC=5)(=O)=O)[C:23]=4[N:24]=[CH:25][N:26]=3)[CH2:14]2)=[O:12])[CH:5]=[C:6]([Cl:8])[CH:7]=1.C([O-])([O-])=O.[K+].[K+].CO, predict the reaction product.